From a dataset of Reaction yield outcomes from USPTO patents with 853,638 reactions. Predict the reaction yield, written as a fraction of the theoretical maximum amount of product (1.0 means a 100% yield; for example, 0.34 means a 34% yield). (1) The reactants are [CH3:1][C:2]1[C:6]([C:7]2[CH:16]=[C:15]3[C:10]([C:11]([NH:18][CH2:19][CH:20]4[CH2:25][CH2:24][O:23][CH2:22][CH2:21]4)=[C:12]([NH2:17])[CH:13]=[N:14]3)=[CH:9][C:8]=2[O:26][CH3:27])=[C:5]([CH3:28])[O:4][N:3]=1.[N:29]([CH2:32][CH2:33][O:34][CH3:35])=[C:30]=S. No catalyst specified. The product is [CH3:1][C:2]1[C:6]([C:7]2[C:8]([O:26][CH3:27])=[CH:9][C:10]3[C:11]4[N:18]([CH2:19][CH:20]5[CH2:21][CH2:22][O:23][CH2:24][CH2:25]5)[C:30]([NH:29][CH2:32][CH2:33][O:34][CH3:35])=[N:17][C:12]=4[CH:13]=[N:14][C:15]=3[CH:16]=2)=[C:5]([CH3:28])[O:4][N:3]=1. The yield is 0.650. (2) The reactants are [Cl:1][C:2]1[C:7]([C:8]([NH:10][CH2:11][C:12]2[CH:17]=[CH:16][CH:15]=[C:14]([F:18])[CH:13]=2)=[O:9])=[C:6]([CH3:19])[CH:5]=[C:4]([Cl:20])[N:3]=1.[C:21]([O-:24])([O-])=[O:22].[K+].[K+].[NH:27]1[CH2:32][CH2:31][O:30][CH2:29][CH2:28]1. The catalyst is CN(C=O)C. The product is [Cl:20][C:4]1[N:10]([CH2:11][C:12]2[CH:17]=[CH:16][CH:15]=[C:14]([F:18])[CH:13]=2)[CH:8]([N:27]2[CH2:32][CH2:31][O:30][CH2:29][CH2:28]2)[C:7]([C:21]([OH:24])=[O:22])=[C:6]([CH3:19])[CH:5]=1.[Cl:1][C:2]1[C:7]([C:8]([NH:10][CH2:11][C:12]2[CH:17]=[CH:16][CH:15]=[C:14]([F:18])[CH:13]=2)=[O:9])=[C:6]([CH3:19])[CH:5]=[C:4]([N:27]2[CH2:32][CH2:31][O:30][CH2:29][CH2:28]2)[N:3]=1. The yield is 0.490. (3) The reactants are [N:1]1[CH:6]=[CH:5][CH:4]=[C:3]([CH:7]=[O:8])[CH:2]=1.[NH2:9][C:10]1[CH:15]=[CH:14][C:13]([CH2:16][C:17]([O:19][CH3:20])=[O:18])=[CH:12][C:11]=1O.C(O)(=O)C.C(O)(=O)C.IC1C=CC=CC=1. The catalyst is CCO. The product is [N:1]1[CH:6]=[CH:5][CH:4]=[C:3]([C:7]2[O:8][C:11]3[CH:12]=[C:13]([CH2:16][C:17]([O:19][CH3:20])=[O:18])[CH:14]=[CH:15][C:10]=3[N:9]=2)[CH:2]=1. The yield is 0.230. (4) The product is [Cl:1][C:2]1[N:3]=[C:4]([C:9]([NH:11][C@H:12]2[CH2:17][CH2:16][N:15]([C:18]3[S:19][C:20]([C:23]([OH:25])=[O:24])=[CH:21][N:22]=3)[CH2:14][C@H:13]2[O:28][CH2:29][CH3:30])=[O:10])[NH:5][C:6]=1[CH2:7][CH3:8]. The yield is 0.830. The reactants are [Cl:1][C:2]1[N:3]=[C:4]([C:9]([NH:11][C@H:12]2[CH2:17][CH2:16][N:15]([C:18]3[S:19][C:20]([C:23]([O:25]CC)=[O:24])=[CH:21][N:22]=3)[CH2:14][C@H:13]2[O:28][CH2:29][CH3:30])=[O:10])[NH:5][C:6]=1[CH2:7][CH3:8].[OH-].[Li+].CO. The catalyst is C1COCC1.